This data is from Drug-target binding data from BindingDB using IC50 measurements. The task is: Regression. Given a target protein amino acid sequence and a drug SMILES string, predict the binding affinity score between them. We predict pIC50 (pIC50 = -log10(IC50 in M); higher means more potent). Dataset: bindingdb_ic50. (1) The compound is Cc1ccc2ccccc2c1-c1cc2nccc(N[C@@H]3C[C@H](COS(N)(=O)=O)[C@@H](O)[C@H]3O)n2n1. The target protein (P51965) has sequence MSDDDSRASTSSSSSSSSNQQTEKETNTPKKKESKVSMSKNSKLLSTSAKRIQKELADITLDPPPNCSAGPKGDNIYEWRSTILGPPGSVYEGGVFFLDITFTPEYPFKPPKVTFRTRIYHCNINSQGVICLDILKDNWSPALTISKVLLSICSLLTDCNPADPLVGSIATQYMTNRAEHDRMARQWTKRYAT. The pIC50 is 8.0. (2) The drug is Cc1ccc(C(O)CCc2coc3cccc(OCC4CCCCC4)c3c2=O)cc1. The target protein (P04401) has sequence MRRMLLHLSVLTLSCVWATAMEIPMSTVVKETLTQLSAHRALLTSNETMRLPVPTHKNHQLCIGEIFQGLDILKNQTVRGGTVEMLFQNLSLIKKYIDRQKEKCGEERRRTRQFLDYLQEFLGVMSTEWAMEG. The pIC50 is 4.5.